This data is from Catalyst prediction with 721,799 reactions and 888 catalyst types from USPTO. The task is: Predict which catalyst facilitates the given reaction. Reactant: [NH:1]1[CH2:6][CH2:5][CH:4]([N:7]2[C:16](=[O:17])[O:15][CH2:14][C@@H:13]3[C@@H:8]2[CH2:9][CH2:10][CH2:11][CH2:12]3)[CH2:3][CH2:2]1.O=[C:19]1[CH2:24][CH2:23][N:22]([C:25]([O:27][CH:28]([CH3:30])[CH3:29])=[O:26])[CH2:21][CH2:20]1.[BH3-]C#N.[Na+]. Product: [O:17]=[C:16]1[N:7]([CH:4]2[CH2:5][CH2:6][N:1]([CH:19]3[CH2:24][CH2:23][N:22]([C:25]([O:27][CH:28]([CH3:30])[CH3:29])=[O:26])[CH2:21][CH2:20]3)[CH2:2][CH2:3]2)[C@@H:8]2[C@H:13]([CH2:12][CH2:11][CH2:10][CH2:9]2)[CH2:14][O:15]1. The catalyst class is: 5.